This data is from Forward reaction prediction with 1.9M reactions from USPTO patents (1976-2016). The task is: Predict the product of the given reaction. (1) Given the reactants Br[C:2]1[N:6]([CH:7]([CH3:9])[CH3:8])[CH:5]=[N:4][CH:3]=1.IC1N(C(C)C)C=NC=1.C([Mg]Cl)(C)C.[C:24]([C:26]1[CH:33]=[CH:32][C:29]([CH:30]=[O:31])=[CH:28][CH:27]=1)#[CH:25].C([O-])(O)=O.[Na+], predict the reaction product. The product is: [C:24]([C:26]1[CH:33]=[CH:32][C:29]([CH:30]([C:2]2[N:6]([CH:7]([CH3:9])[CH3:8])[CH:5]=[N:4][CH:3]=2)[OH:31])=[CH:28][CH:27]=1)#[CH:25]. (2) Given the reactants C(=O)([O-])[O-].[Ca+2:5].[Ca].S(CCS(O)(=O)=O)(O)(=O)=O.[S:17]([CH2:21][CH2:22][OH:23])([OH:20])(=[O:19])=[O:18].[S:24](=[O:28])(=[O:27])([OH:26])[OH:25], predict the reaction product. The product is: [S:24]([O-:28])([O-:27])(=[O:26])=[O:25].[Ca+2:5].[S:17]([CH2:21][CH2:22][OH:23])([O-:20])(=[O:19])=[O:18].[Ca+2:5].[S:17]([CH2:21][CH2:22][OH:23])([O-:20])(=[O:19])=[O:18]. (3) Given the reactants [C:1]([O:5][C:6](=[O:19])[NH:7][CH:8]([C:12]1[CH:13]=[N:14][CH:15]=[C:16](Br)[CH:17]=1)[CH2:9][CH2:10][CH3:11])([CH3:4])([CH3:3])[CH3:2].[CH3:20][S-:21].[Na+].O, predict the reaction product. The product is: [C:1]([O:5][C:6](=[O:19])[NH:7][CH:8]([C:12]1[CH:13]=[N:14][CH:15]=[C:16]([S:21][CH3:20])[CH:17]=1)[CH2:9][CH2:10][CH3:11])([CH3:4])([CH3:3])[CH3:2].